Task: Predict the reaction yield, written as a fraction of the theoretical maximum amount of product (1.0 means a 100% yield; for example, 0.34 means a 34% yield).. Dataset: Reaction yield outcomes from USPTO patents with 853,638 reactions The reactants are C([O:4][CH2:5][C:6]#[C:7][CH2:8][CH2:9][CH2:10][C:11]([OH:13])=[O:12])(=O)C.[C:14](Cl)(=O)C.C(=O)(O)[O-].[Na+]. The catalyst is CO. The product is [CH3:14][O:13][C:11](=[O:12])[CH2:10][CH2:9][CH2:8][C:7]#[C:6][CH2:5][OH:4]. The yield is 0.920.